Task: Predict which catalyst facilitates the given reaction.. Dataset: Catalyst prediction with 721,799 reactions and 888 catalyst types from USPTO (1) Reactant: [CH2:1]([N:3]([S:18]([C:21]1[S:22][CH:23]=[CH:24][CH:25]=1)(=[O:20])=[O:19])[C:4]1[CH:5]=[C:6]([CH3:17])[C:7]([CH3:16])=[C:8]2[C:12]=1[NH:11][C:10]([C:13]([NH2:15])=O)=[CH:9]2)[CH3:2].COC1C=CC(P2(SP(C3C=CC(OC)=CC=3)(=S)S2)=[S:35])=CC=1. Product: [CH2:1]([N:3]([S:18]([C:21]1[S:22][CH:23]=[CH:24][CH:25]=1)(=[O:20])=[O:19])[C:4]1[CH:5]=[C:6]([CH3:17])[C:7]([CH3:16])=[C:8]2[C:12]=1[NH:11][C:10]([C:13](=[S:35])[NH2:15])=[CH:9]2)[CH3:2]. The catalyst class is: 7. (2) Reactant: C[O:2][C:3](=[O:38])[CH:4]([OH:37])[CH2:5][NH:6][C:7](=[O:36])[C:8]1[CH:13]=[CH:12][C:11]([CH:14]([O:18][C:19]2[CH:24]=[C:23]([CH3:25])[C:22]([C:26]3[CH:31]=[CH:30][C:29]([CH:32]([CH3:34])[CH3:33])=[CH:28][CH:27]=3)=[C:21]([CH3:35])[CH:20]=2)[CH:15]([CH3:17])[CH3:16])=[CH:10][CH:9]=1.[OH-].[Na+]. Product: [OH:37][CH:4]([CH2:5][NH:6][C:7](=[O:36])[C:8]1[CH:9]=[CH:10][C:11]([CH:14]([O:18][C:19]2[CH:24]=[C:23]([CH3:25])[C:22]([C:26]3[CH:27]=[CH:28][C:29]([CH:32]([CH3:34])[CH3:33])=[CH:30][CH:31]=3)=[C:21]([CH3:35])[CH:20]=2)[CH:15]([CH3:16])[CH3:17])=[CH:12][CH:13]=1)[C:3]([OH:38])=[O:2]. The catalyst class is: 5. (3) Reactant: Cl.[C:2]([O:5][CH2:6][CH2:7][N:8]([CH2:20][C:21]1[CH:26]=[CH:25][C:24]([CH2:27][NH2:28])=[CH:23][CH:22]=1)[CH2:9][CH2:10][CH2:11][CH2:12][N:13]([CH2:17][CH2:18][CH3:19])[CH2:14][CH2:15][CH3:16])(=[O:4])[CH3:3].[OH-].[Na+]. Product: [C:2]([O:5][CH2:6][CH2:7][N:8]([CH2:20][C:21]1[CH:26]=[CH:25][C:24]([CH2:27][NH2:28])=[CH:23][CH:22]=1)[CH2:9][CH2:10][CH2:11][CH2:12][N:13]([CH2:14][CH2:15][CH3:16])[CH2:17][CH2:18][CH3:19])(=[O:4])[CH3:3]. The catalyst class is: 6.